From a dataset of Full USPTO retrosynthesis dataset with 1.9M reactions from patents (1976-2016). Predict the reactants needed to synthesize the given product. (1) Given the product [NH2:1][C:2]1[N:3]=[C:4]([Cl:28])[C:5]2[NH:25][C:10](=[O:11])[CH2:9][N:8]([CH2:14][C:15]3[C:20]([CH3:21])=[C:19]([O:22][CH3:23])[C:18]([CH3:24])=[CH:17][N:16]=3)[C:6]=2[N:7]=1, predict the reactants needed to synthesize it. The reactants are: [NH2:1][C:2]1[N:7]=[C:6]([N:8]([CH2:14][C:15]2[C:20]([CH3:21])=[C:19]([O:22][CH3:23])[C:18]([CH3:24])=[CH:17][N:16]=2)[CH2:9][C:10](OC)=[O:11])[C:5]([N+:25]([O-])=O)=[C:4]([Cl:28])[N:3]=1. (2) Given the product [F:41][C:40]([F:43])([F:42])[S:37]([O:25][C:7]1[CH:6]=[C:5]2[C:10]([O:11][C:12]3[C:13]([F:24])=[CH:14][C:15]([C:18]4[CH2:19][O:20][CH2:21][CH2:22][CH:23]=4)=[CH:16][C:17]=3[C@:4]32[N:3]=[C:2]([NH2:1])[CH2:28][O:27][CH2:26]3)=[CH:9][CH:8]=1)(=[O:39])=[O:38], predict the reactants needed to synthesize it. The reactants are: [NH2:1][C:2]1[CH2:28][O:27][CH2:26][C@:4]2([C:17]3[CH:16]=[C:15]([C:18]4[CH2:19][O:20][CH2:21][CH2:22][CH:23]=4)[CH:14]=[C:13]([F:24])[C:12]=3[O:11][C:10]3[C:5]2=[CH:6][C:7]([OH:25])=[CH:8][CH:9]=3)[N:3]=1.ClC1C=CC(N([S:37]([C:40]([F:43])([F:42])[F:41])(=[O:39])=[O:38])[S:37]([C:40]([F:43])([F:42])[F:41])(=[O:39])=[O:38])=NC=1. (3) Given the product [CH3:64][C:65]1[CH:66]=[CH:67][C:68]2[N:69]([C:71]([S:74][C:9]3[CH:10]=[C:11]4[C:6](=[CH:7][CH:8]=3)[N:5]=[CH:4][CH:3]=[C:2]4[S:125][C:121]3[N:120]([CH3:119])[CH:124]=[N:123][N:122]=3)=[N:72][N:73]=2)[N:70]=1, predict the reactants needed to synthesize it. The reactants are: Cl[C:2]1[C:11]2[C:6](=[CH:7][CH:8]=[C:9](Br)[CH:10]=2)[N:5]=[CH:4][CH:3]=1.C(N(C(C)C)CC)(C)C.CC1(C)C2C(=C(P(C3C=CC=CC=3)C3C=CC=CC=3)C=CC=2)OC2C(P(C3C=CC=CC=3)C3C=CC=CC=3)=CC=CC1=2.[CH3:64][C:65]1[CH:66]=[CH:67][C:68]2[N:69]([C:71]([SH:74])=[N:72][N:73]=2)[N:70]=1.ClC1C2C(=CC=C(SC3N4N=C(C)C=CC4=NN=3)C=2)N=CC=1.BrC1C=C2C(=CC=1)N=CC=C2SC1N2N=C(C)C=CC2=NN=1.[CH3:119][N:120]1[CH:124]=[N:123][N:122]=[C:121]1[SH:125]. (4) Given the product [F:1][C:2]1[C:7]([C:8]#[N:9])=[C:6]([CH3:10])[C:5]([C:11](=[O:20])[CH2:12][N:13]2[CH2:18][CH2:17][N:16]([CH2:34][C@H:32]([OH:33])[C:23]3[CH:24]=[CH:25][C:26]4[C:27](=[O:31])[O:28][CH2:29][C:30]=4[C:22]=3[CH3:21])[CH2:15][C:14]2=[O:19])=[CH:4][CH:3]=1, predict the reactants needed to synthesize it. The reactants are: [F:1][C:2]1[C:7]([C:8]#[N:9])=[C:6]([CH3:10])[C:5]([C:11](=[O:20])[CH2:12][N:13]2[CH2:18][CH2:17][NH:16][CH2:15][C:14]2=[O:19])=[CH:4][CH:3]=1.[CH3:21][C:22]1[C:30]2[CH2:29][O:28][C:27](=[O:31])[C:26]=2[CH:25]=[CH:24][C:23]=1[C@@H:32]1[CH2:34][O:33]1. (5) Given the product [C:5]1([C:11]2([C:14]([NH2:17])=[O:16])[CH2:13][CH2:12]2)[CH:10]=[CH:9][CH:8]=[CH:7][CH:6]=1, predict the reactants needed to synthesize it. The reactants are: S(Cl)(Cl)=O.[C:5]1([C:11]2([C:14]([OH:16])=O)[CH2:13][CH2:12]2)[CH:10]=[CH:9][CH:8]=[CH:7][CH:6]=1.[NH3:17]. (6) Given the product [CH2:27]([C:9]1[C:10]([C:26]([OH:25])=[O:34])=[C:6]2[N:5]=[C:4]([C:11]3[CH:16]=[CH:15][C:14]([Cl:17])=[CH:13][CH:12]=3)[CH:3]=[C:2]([CH2:19][CH3:20])[N:7]2[N:8]=1)[CH3:28], predict the reactants needed to synthesize it. The reactants are: Cl[C:2]1[N:7]2[N:8]=[CH:9][CH:10]=[C:6]2[N:5]=[C:4]([C:11]2[CH:16]=[CH:15][C:14]([Cl:17])=[CH:13][CH:12]=2)[CH:3]=1.[Cl-].[CH2:19]([Zn+])[CH3:20].C1[CH2:26][O:25]CC1.[CH2:27]([Mg]Cl)[CH3:28].C1C[O:34]CC1.[Cl-].[NH4+]. (7) Given the product [F:1][C:2]1[CH:3]=[C:4]([N:9]2[C:17]3[C:12](=[C:13]([CH2:18][N:19]4[CH2:24][CH2:23][CH:22]([C:25]5[CH:26]=[C:27]([NH:31][C:32](=[O:36])[CH:33]([CH3:34])[CH3:35])[CH:28]=[CH:29][CH:30]=5)[CH2:21][CH2:20]4)[CH:14]=[CH:15][CH:16]=3)[CH:11]=[CH:10]2)[CH:5]=[CH:6][CH:7]=1, predict the reactants needed to synthesize it. The reactants are: [F:1][C:2]1[CH:7]=[CH:6][CH:5]=[C:4](I)[CH:3]=1.[NH:9]1[C:17]2[C:12](=[C:13]([CH2:18][N:19]3[CH2:24][CH2:23][CH:22]([C:25]4[CH:26]=[C:27]([NH:31][C:32](=[O:36])[CH:33]([CH3:35])[CH3:34])[CH:28]=[CH:29][CH:30]=4)[CH2:21][CH2:20]3)[CH:14]=[CH:15][CH:16]=2)[CH:11]=[CH:10]1.